This data is from Catalyst prediction with 721,799 reactions and 888 catalyst types from USPTO. The task is: Predict which catalyst facilitates the given reaction. (1) Reactant: [CH2:1]([C:3]1[CH:4]=[CH:5][CH:6]=[C:7]2[C:11]=1[NH:10][CH:9]=[CH:8]2)[CH3:2].[Al](Cl)(CC)CC.[C:18](Cl)([CH3:20])=[O:19].C([O-])([O-])=O.[Cs+].[Cs+].[Cl:28][CH2:29][CH2:30][CH2:31]I. Product: [Cl:28][CH2:29][CH2:30][CH2:31][N:10]1[C:11]2[C:7](=[CH:6][CH:5]=[CH:4][C:3]=2[CH2:1][CH3:2])[C:8]([C:18](=[O:19])[CH3:20])=[CH:9]1. The catalyst class is: 759. (2) Reactant: [Br:1][C:2]1[CH:3]=[C:4]([CH:7]=[CH:8][C:9]=1[O:10][CH3:11])[C:5]#[N:6].C1COCC1.B.Cl. Product: [Br:1][C:2]1[CH:3]=[C:4]([CH2:5][NH2:6])[CH:7]=[CH:8][C:9]=1[O:10][CH3:11]. The catalyst class is: 8. (3) Reactant: [N:1]1[CH:6]=[CH:5][C:4]([C:7]2[NH:11][C:10]([C:12]3[CH:17]=[C:16]([Cl:18])[CH:15]=[CH:14][C:13]=3[CH3:19])=[C:9]([C:20]#[N:21])[CH:8]=2)=[N:3][CH:2]=1.O.S(=O)(=O)(O)[OH:24].N. Product: [N:1]1[CH:6]=[CH:5][C:4]([C:7]2[NH:11][C:10]([C:12]3[CH:17]=[C:16]([Cl:18])[CH:15]=[CH:14][C:13]=3[CH3:19])=[C:9]([C:20]([NH2:21])=[O:24])[CH:8]=2)=[N:3][CH:2]=1. The catalyst class is: 67. (4) Reactant: C([O:4][CH2:5][C:6]1[CH:11]=[C:10]([C:12]2[CH:13]=[N:14][N:15]3[C:20]([C:21]([F:24])([F:23])[F:22])=[CH:19][C:18]([C:25]4[CH:30]=[CH:29][C:28]([C:31]([F:34])([F:33])[F:32])=[CH:27][CH:26]=4)=[N:17][C:16]=23)[CH:9]=[CH:8][N:7]=1)(=O)C.C[O-].[Na+].O. Product: [F:34][C:31]([F:32])([F:33])[C:28]1[CH:29]=[CH:30][C:25]([C:18]2[CH:19]=[C:20]([C:21]([F:22])([F:23])[F:24])[N:15]3[N:14]=[CH:13][C:12]([C:10]4[CH:9]=[CH:8][N:7]=[C:6]([CH2:5][OH:4])[CH:11]=4)=[C:16]3[N:17]=2)=[CH:26][CH:27]=1. The catalyst class is: 5. (5) Product: [O:14]1[CH:13]2[CH2:12][NH:11][CH2:10][CH:9]2[NH:8][C:6]1=[O:7]. Reactant: C(O[C:6]([NH:8][CH:9]1[CH:13]([O:14]S(C)(=O)=O)[CH2:12][N:11](C(OC(C)(C)C)=O)[CH2:10]1)=[O:7])(C)(C)C.O=C1NC2CN(C(OC(C)(C)C)=O)CC2O1.C(O)(C)C.FC(F)(F)C(O)=O.C(Cl)Cl. The catalyst class is: 68.